This data is from Forward reaction prediction with 1.9M reactions from USPTO patents (1976-2016). The task is: Predict the product of the given reaction. (1) The product is: [F:1][C:2]1[CH:7]=[C:6]([C:8]([F:10])([F:11])[F:9])[CH:5]=[CH:4][C:3]=1[CH2:12][CH2:13][NH2:14]. Given the reactants [F:1][C:2]1[CH:7]=[C:6]([C:8]([F:11])([F:10])[F:9])[CH:5]=[CH:4][C:3]=1[CH2:12][C:13]#[N:14], predict the reaction product. (2) Given the reactants [NH2:1][C@@H:2]([C:5]1[CH:10]=[CH:9][C:8]([CH3:11])=[CH:7][CH:6]=1)[CH2:3][OH:4].C([O-])([O-])=O.[K+].[K+].[Br:18][C:19]1[CH:20]=[C:21]([CH:26]=[CH:27][C:28]=1[CH2:29]Br)[C:22]([O:24][CH3:25])=[O:23], predict the reaction product. The product is: [Br:18][C:19]1[CH:20]=[C:21]([CH:26]=[CH:27][C:28]=1[CH2:29][NH:1][C@@H:2]([C:5]1[CH:10]=[CH:9][C:8]([CH3:11])=[CH:7][CH:6]=1)[CH2:3][OH:4])[C:22]([O:24][CH3:25])=[O:23].